This data is from Reaction yield outcomes from USPTO patents with 853,638 reactions. The task is: Predict the reaction yield, written as a fraction of the theoretical maximum amount of product (1.0 means a 100% yield; for example, 0.34 means a 34% yield). (1) The reactants are C([O:4][C@@H:5]([CH:7]1[CH2:12][CH2:11][NH:10][CH2:9][CH2:8]1)[CH3:6])(=O)C.[CH3:13][C:14]([O:17][C:18](O[C:18]([O:17][C:14]([CH3:16])([CH3:15])[CH3:13])=[O:19])=[O:19])([CH3:16])[CH3:15].C(N(CC)CC)C. The catalyst is ClCCl. The product is [OH:4][C@@H:5]([CH:7]1[CH2:8][CH2:9][N:10]([C:18]([O:17][C:14]([CH3:16])([CH3:15])[CH3:13])=[O:19])[CH2:11][CH2:12]1)[CH3:6]. The yield is 0.980. (2) The reactants are [O:1]=[O+][O-].C([C:6](=P(C1C=CC=CC=1)(C1C=CC=CC=1)C1C=CC=CC=1)[C:7]([C@@H:9]([NH:14][C:15](=[O:35])[O:16][C@H:17]([CH2:22][C:23]1[O:24][C:25]([C:28]2[CH:33]=[CH:32][C:31]([F:34])=[CH:30][CH:29]=2)=[N:26][N:27]=1)[C:18]([CH3:21])([CH3:20])[CH3:19])[CH2:10][CH2:11][CH2:12][CH3:13])=[O:8])#N.[NH2:55][C:56]1[CH:61]=[CH:60][CH:59]=[CH:58][N:57]=1. The catalyst is ClCCl. The product is [O:1]=[C:6]([NH:55][C:56]1[CH:61]=[CH:60][CH:59]=[CH:58][N:57]=1)[C:7]([C@@H:9]([NH:14][C:15](=[O:35])[O:16][C@H:17]([CH2:22][C:23]1[O:24][C:25]([C:28]2[CH:29]=[CH:30][C:31]([F:34])=[CH:32][CH:33]=2)=[N:26][N:27]=1)[C:18]([CH3:19])([CH3:20])[CH3:21])[CH2:10][CH2:11][CH2:12][CH3:13])=[O:8]. The yield is 0.0400. (3) The reactants are [CH3:1][O:2][C:3]1[CH:8]=[C:7]([C:9]([F:12])([F:11])[F:10])[CH:6]=[CH:5][C:4]=1B(O)O.[Br:16][C:17]1[CH:18]=[CH:19][C:20]([CH:27]=[O:28])=[C:21]([CH:26]=1)[C:22]([O:24]C)=O.P([O-])([O-])([O-])=O.[K+].[K+].[K+]. The catalyst is C1CC=CCCC=C1.C1CC=CCCC=C1.[Cl-].[Cl-].[Rh].[Rh].C1COCC1. The product is [Br:16][C:17]1[CH:26]=[C:21]2[C:20]([CH:27]([C:4]3[CH:5]=[CH:6][C:7]([C:9]([F:12])([F:11])[F:10])=[CH:8][C:3]=3[O:2][CH3:1])[O:28][C:22]2=[O:24])=[CH:19][CH:18]=1. The yield is 0.860. (4) The reactants are [N+:1]([CH2:4][CH3:5])([O-:3])=[O:2].CO[CH:8]([O:14]C)[CH2:9][CH2:10][CH2:11][CH:12]=O. The catalyst is CCOC(C)=O.CCCCCC. The product is [N+:1](/[C:4](/[CH3:5])=[CH:12]/[CH2:11][CH2:10][CH2:9][CH:8]=[O:14])([O-:3])=[O:2]. The yield is 0.630. (5) The reactants are [NH2:1][CH:2]([C:6]#[N:7])[C:3]([NH2:5])=[O:4].C[O-].[Na+].[C:11]([OH:14])(=O)C.[CH3:15][C:16]([CH:18]=O)=O. The catalyst is CO. The product is [CH3:11][O:14][C:6]1[C:2]([C:3]([NH2:5])=[O:4])=[N:1][CH:15]=[C:16]([CH3:18])[N:7]=1. The yield is 0.500. (6) The reactants are Br[C:2]1[CH:3]=[C:4]([O:9][CH2:10][C:11]2[C:16]([F:17])=[CH:15][CH:14]=[C:13]([F:18])[C:12]=2[Cl:19])[C:5]([NH2:8])=[N:6][CH:7]=1.CC1(C)C(C)(C)OB([C:28]2[CH:33]=[CH:32][C:31]([NH:34][S:35]([CH2:38][CH2:39][N:40]([CH2:43][CH3:44])[CH2:41][CH3:42])(=[O:37])=[O:36])=[CH:30][CH:29]=2)O1. No catalyst specified. The product is [NH2:8][C:5]1[N:6]=[CH:7][C:2]([C:28]2[CH:33]=[CH:32][C:31]([NH:34][S:35]([CH2:38][CH2:39][N:40]([CH2:43][CH3:44])[CH2:41][CH3:42])(=[O:36])=[O:37])=[CH:30][CH:29]=2)=[CH:3][C:4]=1[O:9][CH2:10][C:11]1[C:16]([F:17])=[CH:15][CH:14]=[C:13]([F:18])[C:12]=1[Cl:19]. The yield is 0.600.